This data is from NCI-60 drug combinations with 297,098 pairs across 59 cell lines. The task is: Regression. Given two drug SMILES strings and cell line genomic features, predict the synergy score measuring deviation from expected non-interaction effect. (1) Drug 1: C(=O)(N)NO. Drug 2: CCCCC(=O)OCC(=O)C1(CC(C2=C(C1)C(=C3C(=C2O)C(=O)C4=C(C3=O)C=CC=C4OC)O)OC5CC(C(C(O5)C)O)NC(=O)C(F)(F)F)O. Cell line: KM12. Synergy scores: CSS=47.3, Synergy_ZIP=6.09, Synergy_Bliss=4.66, Synergy_Loewe=-12.6, Synergy_HSA=4.48. (2) Drug 1: CC(CN1CC(=O)NC(=O)C1)N2CC(=O)NC(=O)C2. Drug 2: CC1C(C(CC(O1)OC2CC(CC3=C2C(=C4C(=C3O)C(=O)C5=C(C4=O)C(=CC=C5)OC)O)(C(=O)CO)O)N)O.Cl. Cell line: NCIH23. Synergy scores: CSS=46.5, Synergy_ZIP=-2.01, Synergy_Bliss=-0.896, Synergy_Loewe=-16.4, Synergy_HSA=2.09. (3) Drug 1: CC1OCC2C(O1)C(C(C(O2)OC3C4COC(=O)C4C(C5=CC6=C(C=C35)OCO6)C7=CC(=C(C(=C7)OC)O)OC)O)O. Drug 2: C1=NNC2=C1C(=O)NC=N2. Cell line: HT29. Synergy scores: CSS=21.3, Synergy_ZIP=-0.576, Synergy_Bliss=6.45, Synergy_Loewe=-8.53, Synergy_HSA=4.20. (4) Cell line: SW-620. Drug 1: CC1C(C(CC(O1)OC2CC(OC(C2O)C)OC3=CC4=CC5=C(C(=O)C(C(C5)C(C(=O)C(C(C)O)O)OC)OC6CC(C(C(O6)C)O)OC7CC(C(C(O7)C)O)OC8CC(C(C(O8)C)O)(C)O)C(=C4C(=C3C)O)O)O)O. Synergy scores: CSS=46.9, Synergy_ZIP=2.07, Synergy_Bliss=0.172, Synergy_Loewe=-21.8, Synergy_HSA=-3.10. Drug 2: CC1=C(C=C(C=C1)C(=O)NC2=CC(=CC(=C2)C(F)(F)F)N3C=C(N=C3)C)NC4=NC=CC(=N4)C5=CN=CC=C5. (5) Drug 1: CC12CCC(CC1=CCC3C2CCC4(C3CC=C4C5=CN=CC=C5)C)O. Drug 2: COC1=C2C(=CC3=C1OC=C3)C=CC(=O)O2. Cell line: M14. Synergy scores: CSS=1.23, Synergy_ZIP=2.14, Synergy_Bliss=3.97, Synergy_Loewe=-0.841, Synergy_HSA=0.143. (6) Drug 1: CC12CCC3C(C1CCC2=O)CC(=C)C4=CC(=O)C=CC34C. Drug 2: CCCS(=O)(=O)NC1=C(C(=C(C=C1)F)C(=O)C2=CNC3=C2C=C(C=N3)C4=CC=C(C=C4)Cl)F. Cell line: LOX IMVI. Synergy scores: CSS=35.3, Synergy_ZIP=-8.38, Synergy_Bliss=-9.54, Synergy_Loewe=-10.1, Synergy_HSA=-6.29.